Dataset: Forward reaction prediction with 1.9M reactions from USPTO patents (1976-2016). Task: Predict the product of the given reaction. (1) Given the reactants [Cl:1][C:2]1[CH:7]=[C:6]([N+:8]([O-:10])=[O:9])[CH:5]=[C:4]([CH3:11])[C:3]=1[NH2:12].[CH:13]1([CH2:18][C:19](Cl)=[O:20])[CH2:17][CH2:16][CH2:15][CH2:14]1, predict the reaction product. The product is: [Cl:1][C:2]1[CH:7]=[C:6]([N+:8]([O-:10])=[O:9])[CH:5]=[C:4]([CH3:11])[C:3]=1[NH:12][C:19](=[O:20])[CH2:18][CH:13]1[CH2:17][CH2:16][CH2:15][CH2:14]1. (2) The product is: [CH3:13][C@@H:9]1[C:8]2([O:17][CH2:16][CH2:15][O:14]2)[CH2:7][CH2:6][C@@:5]2([C:18]3[CH:19]=[CH:20][CH:21]=[CH:22][CH:23]=3)[C@H:10]1[CH2:11][CH2:12][C:3]1[CH:2]=[N:39][C:32]([C:33]3[CH:38]=[CH:37][N:36]=[CH:35][CH:34]=3)=[N:40][C:4]=12. Given the reactants O/[CH:2]=[C:3]1\[C:4](=O)[C@:5]2([C:18]3[CH:23]=[CH:22][CH:21]=[CH:20][CH:19]=3)[C@@H:10]([CH2:11][CH2:12]\1)[C@H:9]([CH3:13])[C:8]1([O:17][CH2:16][CH2:15][O:14]1)[CH2:7][CH2:6]2.N1CCCCC1.Cl.[C:32](=[NH:40])([NH2:39])[C:33]1[CH:38]=[CH:37][N:36]=[CH:35][CH:34]=1, predict the reaction product.